Predict the reactants needed to synthesize the given product. From a dataset of Full USPTO retrosynthesis dataset with 1.9M reactions from patents (1976-2016). (1) Given the product [CH2:13]([N:20]1[CH2:21][CH2:22][C:23]([NH:28][C:29]2[CH:34]=[CH:33][CH:32]=[CH:31][CH:30]=2)([CH2:1][C:2]2[CH:7]=[CH:6][CH:5]=[CH:4][N:3]=2)[CH2:24][CH2:25]1)[C:14]1[CH:15]=[CH:16][CH:17]=[CH:18][CH:19]=1, predict the reactants needed to synthesize it. The reactants are: [CH3:1][C:2]1[CH:7]=[CH:6][CH:5]=[CH:4][N:3]=1.[Li+].CCC[CH2-].[CH2:13]([N:20]1[CH2:25][CH2:24][C:23]([NH:28][C:29]2[CH:34]=[CH:33][CH:32]=[CH:31][CH:30]=2)(C#N)[CH2:22][CH2:21]1)[C:14]1[CH:19]=[CH:18][CH:17]=[CH:16][CH:15]=1.O. (2) Given the product [CH:1]1([NH:5][C:6]2[C:15]3[C:10](=[CH:11][C:12]([O:18][CH2:19][C:20]4[CH:21]=[C:22]([S:26]([CH2:34][CH3:35])(=[NH:28])=[O:27])[CH:23]=[CH:24][CH:25]=4)=[C:13]([O:16][CH3:17])[CH:14]=3)[N:9]=[CH:8][N:7]=2)[CH2:2][CH2:3][CH2:4]1, predict the reactants needed to synthesize it. The reactants are: [CH:1]1([NH:5][C:6]2[C:15]3[C:10](=[CH:11][C:12]([O:18][CH2:19][C:20]4[CH:21]=[C:22]([S:26]([CH2:34][CH3:35])(=[N:28]C(OCC)=O)=[O:27])[CH:23]=[CH:24][CH:25]=4)=[C:13]([O:16][CH3:17])[CH:14]=3)[N:9]=[CH:8][N:7]=2)[CH2:4][CH2:3][CH2:2]1.ClCCl.CO.